From a dataset of Full USPTO retrosynthesis dataset with 1.9M reactions from patents (1976-2016). Predict the reactants needed to synthesize the given product. (1) Given the product [CH3:1][O:2][C:3]([C@@H:5]([N:13]1[CH2:21][C:17]2[CH:18]=[CH:19][S:20][C:16]=2[CH2:15][CH2:14]1)[C:6]1[CH:7]=[CH:8][CH:9]=[CH:10][C:11]=1[Cl:12])=[O:4].[C@:22]12([CH2:32][S:33]([O-:36])(=[O:34])=[O:35])[C:29]([CH3:31])([CH3:30])[CH:26]([CH2:27][CH2:28]1)[CH2:25][C:23]2=[O:24], predict the reactants needed to synthesize it. The reactants are: [CH3:1][O:2][C:3]([C@@H:5]([N:13]1[CH2:21][C:17]2[CH:18]=[CH:19][S:20][C:16]=2[CH2:15][CH2:14]1)[C:6]1[CH:7]=[CH:8][CH:9]=[CH:10][C:11]=1[Cl:12])=[O:4].[C@:22]12([CH2:32][S:33]([OH:36])(=[O:35])=[O:34])[C:29]([CH3:31])([CH3:30])[CH:26]([CH2:27][CH2:28]1)[CH2:25][C:23]2=[O:24].C(OC(C)C)(C)C. (2) Given the product [F:23][C:20]([F:21])([F:22])[C:17]1[CH:18]=[CH:19][C:14]([O:13][CH2:12][C:8]2[N:7]=[C:6]([NH2:5])[CH:11]=[CH:10][CH:9]=2)=[CH:15][CH:16]=1, predict the reactants needed to synthesize it. The reactants are: CC(C)(C)C([NH:5][C:6]1[CH:11]=[CH:10][CH:9]=[C:8]([CH2:12][O:13][C:14]2[CH:19]=[CH:18][C:17]([C:20]([F:23])([F:22])[F:21])=[CH:16][CH:15]=2)[N:7]=1)=O.[OH-].[Na+]. (3) Given the product [Cl:7][C:8]1[CH:9]=[CH:10][C:11]2[O:15][C:14]([S:16]([N:19]3[CH2:24][CH2:23][N:22]([CH2:25][CH:26]4[CH2:27][CH2:28][N:29]([C:40]5[CH:39]=[CH:38][N:37]=[CH:36][CH:41]=5)[CH2:30][CH2:31]4)[C:21](=[O:32])[CH2:20]3)(=[O:18])=[O:17])=[CH:13][C:12]=2[CH:33]=1, predict the reactants needed to synthesize it. The reactants are: C(=O)(O)[O-].[Na+].Cl.[Cl:7][C:8]1[CH:9]=[CH:10][C:11]2[O:15][C:14]([S:16]([N:19]3[CH2:24][CH2:23][N:22]([CH2:25][CH:26]4[CH2:31][CH2:30][NH:29][CH2:28][CH2:27]4)[C:21](=[O:32])[CH2:20]3)(=[O:18])=[O:17])=[CH:13][C:12]=2[CH:33]=1.Cl.Cl[C:36]1[CH:41]=[CH:40][CH:39]=[CH:38][N:37]=1. (4) Given the product [F:9][C:4]1[CH:3]=[C:2]([C:13]2([OH:16])[CH2:14][CH2:15][O:10][CH2:11][CH2:12]2)[CH:7]=[C:6]([F:8])[CH:5]=1, predict the reactants needed to synthesize it. The reactants are: Br[C:2]1[CH:7]=[C:6]([F:8])[CH:5]=[C:4]([F:9])[CH:3]=1.[O:10]1[CH2:15][CH2:14][C:13](=[O:16])[CH2:12][CH2:11]1. (5) Given the product [CH:22]([NH:25][C:26]([NH:17][C:12]1[CH:13]=[C:14]2[C:9](=[CH:10][CH:11]=1)[N:8]=[C:7]([NH:6][CH2:5][C:4]1[CH:18]=[CH:19][CH:20]=[CH:21][C:3]=1[O:2][CH3:1])[CH:16]=[CH:15]2)=[O:27])([CH3:24])[CH3:23], predict the reactants needed to synthesize it. The reactants are: [CH3:1][O:2][C:3]1[CH:21]=[CH:20][CH:19]=[CH:18][C:4]=1[CH2:5][NH:6][C:7]1[CH:16]=[CH:15][C:14]2[C:9](=[CH:10][CH:11]=[C:12]([NH2:17])[CH:13]=2)[N:8]=1.[CH:22]([N:25]=[C:26]=[O:27])([CH3:24])[CH3:23]. (6) Given the product [CH3:8][S:9]([O:1][CH2:2][C:3]1([C:6]#[N:7])[CH2:5][CH2:4]1)(=[O:11])=[O:10], predict the reactants needed to synthesize it. The reactants are: [OH:1][CH2:2][C:3]1([C:6]#[N:7])[CH2:5][CH2:4]1.[CH3:8][S:9](Cl)(=[O:11])=[O:10].C(N(CC)CC)C. (7) Given the product [CH2:7]([O:6][CH2:5][C@H:2]([NH:1][CH2:24][C@@H:22]([OH:23])[CH2:21][CH2:20][CH:14]1[CH2:19][CH2:18][CH2:17][CH2:16][CH2:15]1)[CH2:3][OH:4])[C:8]1[CH:13]=[CH:12][CH:11]=[CH:10][CH:9]=1, predict the reactants needed to synthesize it. The reactants are: [NH2:1][C@@H:2]([CH2:5][O:6][CH2:7][C:8]1[CH:13]=[CH:12][CH:11]=[CH:10][CH:9]=1)[CH2:3][OH:4].[CH:14]1([CH2:20][CH2:21][C@H:22]2[CH2:24][O:23]2)[CH2:19][CH2:18][CH2:17][CH2:16][CH2:15]1.